Task: Binary Classification. Given a T-cell receptor sequence (or CDR3 region) and an epitope sequence, predict whether binding occurs between them.. Dataset: TCR-epitope binding with 47,182 pairs between 192 epitopes and 23,139 TCRs (1) The TCR CDR3 sequence is CASSQEGHSNQPQHF. The epitope is FLASKIGRLV. Result: 0 (the TCR does not bind to the epitope). (2) The epitope is VTEHDTLLY. The TCR CDR3 sequence is CASSYPSNPGGTEAFF. Result: 1 (the TCR binds to the epitope). (3) The epitope is SEETGTLIV. The TCR CDR3 sequence is CSAPRYNEQFF. Result: 0 (the TCR does not bind to the epitope).